This data is from Full USPTO retrosynthesis dataset with 1.9M reactions from patents (1976-2016). The task is: Predict the reactants needed to synthesize the given product. (1) Given the product [C:14]1([C:13]2[O:23][C:1](=[O:11])[C:2]3[CH:8]=[CH:7][CH:6]=[CH:5][C:3]=3[N:4]=2)[CH:22]=[CH:21][C:17]([C:18]2[O:9][C:1](=[O:10])[C:2]3[CH:8]=[CH:7][CH:6]=[CH:5][C:3]=3[N:4]=2)=[CH:16][CH:15]=1, predict the reactants needed to synthesize it. The reactants are: [C:1]([OH:10])(=[O:9])[C:2]1[C:3](=[CH:5][CH:6]=[CH:7][CH:8]=1)[NH2:4].[OH-:11].[Na+].[C:13](Cl)(=[O:23])[C:14]1[CH:22]=[CH:21][C:17]([C:18](Cl)=O)=[CH:16][CH:15]=1.O. (2) Given the product [NH2:34][C:35]1[N:44]=[C:43]([N:45]2[CH2:46][CH2:47][N:48]([CH3:51])[CH2:49][CH2:50]2)[C:42]2[C:37](=[CH:38][C:39]([C:52]([NH:55][CH:56]([CH2:62][C:63]3[CH:64]=[N:65][C:66]([C:69]4[CH:74]=[CH:73][CH:72]=[C:71]([F:75])[C:70]=4[F:76])=[CH:67][CH:68]=3)[C:57]([N:59]([CH3:61])[CH3:60])=[O:58])=[O:54])=[CH:40][CH:41]=2)[N:36]=1, predict the reactants needed to synthesize it. The reactants are: F[P-](F)(F)(F)(F)F.C[N+](C)=C(N(C)C)ON1C2N=CC=CC=2N=N1.C(N(CC)C(C)C)(C)C.[NH2:34][C:35]1[N:44]=[C:43]([N:45]2[CH2:50][CH2:49][N:48]([CH3:51])[CH2:47][CH2:46]2)[C:42]2[C:37](=[CH:38][C:39]([C:52]([OH:54])=O)=[CH:40][CH:41]=2)[N:36]=1.[NH2:55][CH:56]([CH2:62][C:63]1[CH:64]=[N:65][C:66]([C:69]2[CH:74]=[CH:73][CH:72]=[C:71]([F:75])[C:70]=2[F:76])=[CH:67][CH:68]=1)[C:57]([N:59]([CH3:61])[CH3:60])=[O:58]. (3) Given the product [C@H:1]12[N:8]([C:22]([O:24][CH2:25][C:26]3[CH:31]=[CH:30][CH:29]=[CH:28][CH:27]=3)=[O:23])[CH2:7][C@H:6]1[CH2:5][CH2:4][N:3]([C:9]([O:11][C:12]([CH3:15])([CH3:14])[CH3:13])=[O:10])[CH2:2]2, predict the reactants needed to synthesize it. The reactants are: [C@H:1]12[NH:8][CH2:7][C@H:6]1[CH2:5][CH2:4][N:3]([C:9]([O:11][C:12]([CH3:15])([CH3:14])[CH3:13])=[O:10])[CH2:2]2.C([O-])([O-])=O.[Na+].[Na+].[C:22](Cl)([O:24][CH2:25][C:26]1[CH:31]=[CH:30][CH:29]=[CH:28][CH:27]=1)=[O:23]. (4) The reactants are: [CH:1]1([CH2:4][C:5]([NH:7][C:8]2[CH:13]=[CH:12][CH:11]=[CH:10][C:9]=2[NH:14][C:15]2[CH:20]=[CH:19][C:18]([O:21][CH3:22])=[CH:17][CH:16]=2)=O)[CH2:3][CH2:2]1.Cl.O1CCOCC1.CO. Given the product [CH:1]1([CH2:4][C:5]2[N:14]([C:15]3[CH:20]=[CH:19][C:18]([O:21][CH3:22])=[CH:17][CH:16]=3)[C:9]3[CH:10]=[CH:11][CH:12]=[CH:13][C:8]=3[N:7]=2)[CH2:3][CH2:2]1, predict the reactants needed to synthesize it. (5) Given the product [C:31]([O:30][C@H:20]1[CH2:19][CH2:18][C@H:17]2[C@H:16]3[C@H:25]([CH2:24][CH2:23][C@:21]12[CH3:22])[C@:26]1([CH3:29])[C@H:13]([CH2:12][C@@H:11]([OH:10])[CH2:28][CH2:27]1)[C:14](=[O:34])[CH2:15]3)(=[O:33])[CH3:32], predict the reactants needed to synthesize it. The reactants are: C(=O)([O-])[O-].[K+].[K+].C([O:10][C@H:11]1[CH2:28][CH2:27][C@@:26]2([CH3:29])[C@@H:13]([C:14](=[O:34])[CH2:15][C@@H:16]3[C@@H:25]2[CH2:24][CH2:23][C@@:21]2([CH3:22])[C@H:17]3[CH2:18][CH2:19][C@@H:20]2[O:30][C:31](=[O:33])[CH3:32])[CH2:12]1)(=O)C.C(O)(=O)C. (6) Given the product [C:1]([O:5][C:6](=[O:27])[NH:7][C@H:8]([C:10]1[N:18]([C:19]2[CH:24]=[CH:23][CH:22]=[CH:21][CH:20]=2)[C:17]2[CH:16]=[CH:15][CH:14]=[C:13]([Cl:25])[C:12]=2[N:11]=1)[CH3:9])([CH3:4])([CH3:3])[CH3:2], predict the reactants needed to synthesize it. The reactants are: [C:1]([O:5][C:6](=[O:27])[NH:7][C@H:8]([C:10](=O)[NH:11][C:12]1[C:17]([NH:18][C:19]2[CH:24]=[CH:23][CH:22]=[CH:21][CH:20]=2)=[CH:16][CH:15]=[CH:14][C:13]=1[Cl:25])[CH3:9])([CH3:4])([CH3:3])[CH3:2]. (7) Given the product [NH2:31][C:22]1[C:21]2=[N:20][N:19]([CH2:32][CH2:33][CH3:34])[C:18]([NH:17][CH2:16][CH2:15][CH:12]3[CH2:13][CH2:14][N:9]([C:5]([NH:4][CH:1]([CH3:3])[CH3:2])=[O:6])[CH2:10][CH2:11]3)=[C:30]2[C:29]2[CH:28]=[CH:27][CH:26]=[CH:25][C:24]=2[N:23]=1, predict the reactants needed to synthesize it. The reactants are: [CH:1]([N:4]=[C:5]=[O:6])([CH3:3])[CH3:2].Cl.Cl.[NH:9]1[CH2:14][CH2:13][CH:12]([CH2:15][CH2:16][NH:17][C:18]2[N:19]([CH2:32][CH2:33][CH3:34])[N:20]=[C:21]3[C:30]=2[C:29]2[CH:28]=[CH:27][CH:26]=[CH:25][C:24]=2[N:23]=[C:22]3[NH2:31])[CH2:11][CH2:10]1.C(N(CC)CC)C.CN(C)C=O. (8) Given the product [ClH:19].[ClH:19].[F:17][CH:15]([F:16])[CH2:14][N:11]1[CH2:10][CH2:9][CH:8]([NH2:7])[CH2:13][CH2:12]1, predict the reactants needed to synthesize it. The reactants are: C(OC(=O)[NH:7][CH:8]1[CH2:13][CH2:12][N:11]([CH2:14][CH:15]([F:17])[F:16])[CH2:10][CH2:9]1)(C)(C)C.[ClH:19]. (9) Given the product [Cl:8][C:4]1[CH:5]=[CH:6][CH:7]=[C:2]([Cl:1])[C:3]=1[C:9]1[C:13]([CH2:14][O:15][C:16]2[CH:17]=[C:18]3[C:22](=[CH:23][CH:24]=2)[N:21]([C:25]([N:27]2[CH2:31][CH2:30][C@@H:29]([C:32]([OH:34])=[O:33])[CH2:28]2)=[O:26])[CH:20]=[CH:19]3)=[C:12]([CH:36]([CH3:38])[CH3:37])[O:11][N:10]=1, predict the reactants needed to synthesize it. The reactants are: [Cl:1][C:2]1[CH:7]=[CH:6][CH:5]=[C:4]([Cl:8])[C:3]=1[C:9]1[C:13]([CH2:14][O:15][C:16]2[CH:17]=[C:18]3[C:22](=[CH:23][CH:24]=2)[N:21]([C:25]([N:27]2[CH2:31][CH2:30][C@@H:29]([C:32]([O:34]C)=[O:33])[CH2:28]2)=[O:26])[CH:20]=[CH:19]3)=[C:12]([CH:36]([CH3:38])[CH3:37])[O:11][N:10]=1.[OH-].[Na+].